From a dataset of Forward reaction prediction with 1.9M reactions from USPTO patents (1976-2016). Predict the product of the given reaction. Given the reactants [C:1]([C:3]1[CH:4]=[C:5]([C:13]2[S:17][N:16]=[C:15]([C:18]3[CH:26]=[CH:25][CH:24]=[C:23]4[C:19]=3[CH2:20][CH2:21][C@H:22]4[NH:27][C:28](=[O:34])[O:29][C:30]([CH3:33])([CH3:32])[CH3:31])[N:14]=2)[CH:6]=[CH:7][C:8]=1[O:9][CH:10]([CH3:12])[CH3:11])#[N:2].CC1(C)C(C)(C)OB(C2C=CC=C3C=2CC[C@H]3NC(=O)OC(C)(C)C)O1, predict the reaction product. The product is: [C:1]([C:3]1[CH:4]=[C:5]([C:13]2[S:17][N:16]=[C:15]([C:18]3[CH:26]=[CH:25][CH:24]=[C:23]4[C:19]=3[CH2:20][CH2:21][C@@H:22]4[NH:27][C:28](=[O:34])[O:29][C:30]([CH3:31])([CH3:33])[CH3:32])[N:14]=2)[CH:6]=[CH:7][C:8]=1[O:9][CH:10]([CH3:12])[CH3:11])#[N:2].